Dataset: Peptide-MHC class II binding affinity with 134,281 pairs from IEDB. Task: Regression. Given a peptide amino acid sequence and an MHC pseudo amino acid sequence, predict their binding affinity value. This is MHC class II binding data. (1) The peptide sequence is QGEPGAVIRGKKGAG. The MHC is DRB1_1602 with pseudo-sequence DRB1_1602. The binding affinity (normalized) is 0.193. (2) The peptide sequence is VWRIDTPDKLTGPFT. The MHC is DRB1_0405 with pseudo-sequence DRB1_0405. The binding affinity (normalized) is 0.152. (3) The peptide sequence is LLKILVLSILSSPTK. The MHC is DRB1_0802 with pseudo-sequence DRB1_0802. The binding affinity (normalized) is 0.248. (4) The peptide sequence is AFKVAATAACAAPAN. The MHC is DRB1_0802 with pseudo-sequence DRB1_0802. The binding affinity (normalized) is 0.678.